Dataset: Forward reaction prediction with 1.9M reactions from USPTO patents (1976-2016). Task: Predict the product of the given reaction. (1) Given the reactants [OH:1][C@H:2]([C:28]1[CH:33]=[CH:32][C:31]([OH:34])=[C:30]([NH:35][S:36]([CH3:39])(=[O:38])=[O:37])[CH:29]=1)[CH2:3][NH:4][CH:5]1[CH2:10][CH2:9][N:8]([C:11]2[CH:16]=[CH:15][C:14]([C:17]3[N:21]([CH2:22][C:23]([O:25]CC)=[O:24])[N:20]=[N:19][N:18]=3)=[CH:13][CH:12]=2)[CH2:7][CH2:6]1.[OH-].[Na+], predict the reaction product. The product is: [OH:1][C@H:2]([C:28]1[CH:33]=[CH:32][C:31]([OH:34])=[C:30]([NH:35][S:36]([CH3:39])(=[O:37])=[O:38])[CH:29]=1)[CH2:3][NH:4][CH:5]1[CH2:10][CH2:9][N:8]([C:11]2[CH:12]=[CH:13][C:14]([C:17]3[N:21]([CH2:22][C:23]([OH:25])=[O:24])[N:20]=[N:19][N:18]=3)=[CH:15][CH:16]=2)[CH2:7][CH2:6]1. (2) Given the reactants [NH2:1][C@@H:2]([CH3:19])[CH2:3][N:4]1[CH:8]=[CH:7][C:6]([C:9]2[CH:16]=[C:15]([F:17])[C:12]([C:13]#[N:14])=[C:11]([Cl:18])[CH:10]=2)=[N:5]1.[C:20]([C:23]1[CH:27]=[C:26]([C:28](O)=[O:29])[NH:25][N:24]=1)(=[O:22])[CH3:21], predict the reaction product. The product is: [C:20]([C:23]1[CH:27]=[C:26]([C:28]([NH:1][C@@H:2]([CH3:19])[CH2:3][N:4]2[CH:8]=[CH:7][C:6]([C:9]3[CH:16]=[C:15]([F:17])[C:12]([C:13]#[N:14])=[C:11]([Cl:18])[CH:10]=3)=[N:5]2)=[O:29])[NH:25][N:24]=1)(=[O:22])[CH3:21]. (3) Given the reactants [CH3:1][C@@H:2]([NH:11][C@H:12]1[CH2:17][CH2:16][C@H:15]([C:18]2[CH:27]=[CH:26][C:21]3[NH:22][C:23](=[O:25])[O:24][C:20]=3[CH:19]=2)[CH2:14][CH2:13]1)[CH2:3][CH2:4][C:5]1[CH:10]=[CH:9][CH:8]=[CH:7][CH:6]=1.[CH:28](=O)[CH3:29].Cl, predict the reaction product. The product is: [CH2:28]([N:11]([C@H:2]([CH3:1])[CH2:3][CH2:4][C:5]1[CH:6]=[CH:7][CH:8]=[CH:9][CH:10]=1)[C@H:12]1[CH2:13][CH2:14][C@H:15]([C:18]2[CH:27]=[CH:26][C:21]3[NH:22][C:23](=[O:25])[O:24][C:20]=3[CH:19]=2)[CH2:16][CH2:17]1)[CH3:29]. (4) Given the reactants C([O:5][C:6](=[O:38])[C:7]1[CH:12]=[CH:11][C:10]([O:13][C:14]2[CH:19]=[CH:18][C:17]([NH:20][C:21]3[C:22]4[CH:30]=[C:29]([N:31]5[CH2:36][CH2:35][O:34][CH2:33][CH2:32]5)[N:28]=[CH:27][C:23]=4[N:24]=[CH:25][N:26]=3)=[CH:16][C:15]=2[CH3:37])=[CH:9][CH:8]=1)(C)(C)C.CC1C=C(OC2C(N3CCCC3)=CC=CC=2NC2C3C=CN=CC=3N=CN=2)C=CC=1C(O)=O, predict the reaction product. The product is: [CH3:37][C:15]1[CH:16]=[C:17]([NH:20][C:21]2[C:22]3[CH:30]=[C:29]([N:31]4[CH2:36][CH2:35][O:34][CH2:33][CH2:32]4)[N:28]=[CH:27][C:23]=3[N:24]=[CH:25][N:26]=2)[CH:18]=[CH:19][C:14]=1[O:13][C:10]1[CH:11]=[CH:12][C:7]([C:6]([OH:38])=[O:5])=[CH:8][CH:9]=1.